Dataset: NCI-60 drug combinations with 297,098 pairs across 59 cell lines. Task: Regression. Given two drug SMILES strings and cell line genomic features, predict the synergy score measuring deviation from expected non-interaction effect. (1) Drug 1: CCCCC(=O)OCC(=O)C1(CC(C2=C(C1)C(=C3C(=C2O)C(=O)C4=C(C3=O)C=CC=C4OC)O)OC5CC(C(C(O5)C)O)NC(=O)C(F)(F)F)O. Drug 2: CC(C)(C#N)C1=CC(=CC(=C1)CN2C=NC=N2)C(C)(C)C#N. Cell line: T-47D. Synergy scores: CSS=43.3, Synergy_ZIP=0.808, Synergy_Bliss=-0.493, Synergy_Loewe=-0.980, Synergy_HSA=-0.484. (2) Cell line: NCI-H460. Drug 2: CC1C(C(CC(O1)OC2CC(CC3=C2C(=C4C(=C3O)C(=O)C5=C(C4=O)C(=CC=C5)OC)O)(C(=O)CO)O)N)O.Cl. Drug 1: C1C(C(OC1N2C=C(C(=O)NC2=O)F)CO)O. Synergy scores: CSS=61.2, Synergy_ZIP=-4.13, Synergy_Bliss=-6.11, Synergy_Loewe=-5.64, Synergy_HSA=0.891. (3) Drug 1: CC=C1C(=O)NC(C(=O)OC2CC(=O)NC(C(=O)NC(CSSCCC=C2)C(=O)N1)C(C)C)C(C)C. Drug 2: C1=NNC2=C1C(=O)NC=N2. Cell line: SW-620. Synergy scores: CSS=25.1, Synergy_ZIP=-9.23, Synergy_Bliss=-6.47, Synergy_Loewe=-33.1, Synergy_HSA=-6.83. (4) Drug 1: C1=C(C(=O)NC(=O)N1)F. Drug 2: CCCS(=O)(=O)NC1=C(C(=C(C=C1)F)C(=O)C2=CNC3=C2C=C(C=N3)C4=CC=C(C=C4)Cl)F. Cell line: OVCAR-5. Synergy scores: CSS=29.4, Synergy_ZIP=2.42, Synergy_Bliss=-0.452, Synergy_Loewe=-7.58, Synergy_HSA=-4.41.